From a dataset of Merck oncology drug combination screen with 23,052 pairs across 39 cell lines. Regression. Given two drug SMILES strings and cell line genomic features, predict the synergy score measuring deviation from expected non-interaction effect. (1) Drug 1: O=C(O)C1(Cc2cccc(Nc3nccs3)n2)CCC(Oc2cccc(Cl)c2F)CC1. Drug 2: Cn1cc(-c2cnn3c(N)c(Br)c(C4CCCNC4)nc23)cn1. Cell line: ZR751. Synergy scores: synergy=-8.31. (2) Drug 1: O=C(CCCCCCC(=O)Nc1ccccc1)NO. Drug 2: C#Cc1cccc(Nc2ncnc3cc(OCCOC)c(OCCOC)cc23)c1. Cell line: A375. Synergy scores: synergy=12.6. (3) Drug 1: CC(=O)OC1C(=O)C2(C)C(O)CC3OCC3(OC(C)=O)C2C(OC(=O)c2ccccc2)C2(O)CC(OC(=O)C(O)C(NC(=O)c3ccccc3)c3ccccc3)C(C)=C1C2(C)C. Drug 2: CCN(CC)CCNC(=O)c1c(C)[nH]c(C=C2C(=O)Nc3ccc(F)cc32)c1C. Cell line: RKO. Synergy scores: synergy=-7.43. (4) Drug 1: O=S1(=O)NC2(CN1CC(F)(F)F)C1CCC2Cc2cc(C=CCN3CCC(C(F)(F)F)CC3)ccc2C1. Drug 2: CNC(=O)c1cc(Oc2ccc(NC(=O)Nc3ccc(Cl)c(C(F)(F)F)c3)cc2)ccn1. Cell line: EFM192B. Synergy scores: synergy=4.28. (5) Drug 1: Cn1nnc2c(C(N)=O)ncn2c1=O. Drug 2: CC(C)CC(NC(=O)C(Cc1ccccc1)NC(=O)c1cnccn1)B(O)O. Cell line: LNCAP. Synergy scores: synergy=-1.73.